Dataset: Reaction yield outcomes from USPTO patents with 853,638 reactions. Task: Predict the reaction yield, written as a fraction of the theoretical maximum amount of product (1.0 means a 100% yield; for example, 0.34 means a 34% yield). (1) The reactants are [N:1]12[CH2:8][CH2:7][C:4]([C:9]([C:17]3[CH:22]=[CH:21][CH:20]=[CH:19][CH:18]=3)([C:11]3[CH:16]=[CH:15][CH:14]=[CH:13][CH:12]=3)[OH:10])([CH2:5][CH2:6]1)[CH2:3][CH2:2]2.[Br:23][CH2:24][CH2:25][O:26][CH:27]1[CH2:32][CH2:31][CH2:30][CH2:29][O:28]1. The catalyst is CC#N. The product is [Br-:23].[OH:10][C:9]([C:17]1[CH:22]=[CH:21][CH:20]=[CH:19][CH:18]=1)([C:11]1[CH:12]=[CH:13][CH:14]=[CH:15][CH:16]=1)[C:4]12[CH2:5][CH2:6][N+:1]([CH2:24][CH2:25][O:26][CH:27]3[CH2:32][CH2:31][CH2:30][CH2:29][O:28]3)([CH2:2][CH2:3]1)[CH2:8][CH2:7]2. The yield is 0.316. (2) The reactants are [C:1]([O:5][C:6]([N:8]1[CH2:13][CH2:12][N:11]([CH2:14][C:15]2[N:20]=[C:19]3[N:21]=[C:22]([C:24]4[CH:29]=[CH:28][CH:27]=[C:26]([NH2:30])[CH:25]=4)[O:23][C:18]3=[CH:17][CH:16]=2)[CH2:10][CH2:9]1)=[O:7])([CH3:4])([CH3:3])[CH3:2].Cl.[CH3:32][N:33]([CH3:43])[C:34]1[CH:35]=[C:36]([CH:40]=[CH:41][CH:42]=1)[C:37](Cl)=[O:38]. The catalyst is N1C=CC=CC=1. The product is [C:1]([O:5][C:6]([N:8]1[CH2:13][CH2:12][N:11]([CH2:14][C:15]2[N:20]=[C:19]3[N:21]=[C:22]([C:24]4[CH:29]=[CH:28][CH:27]=[C:26]([NH:30][C:37](=[O:38])[C:36]5[CH:40]=[CH:41][CH:42]=[C:34]([N:33]([CH3:32])[CH3:43])[CH:35]=5)[CH:25]=4)[O:23][C:18]3=[CH:17][CH:16]=2)[CH2:10][CH2:9]1)=[O:7])([CH3:4])([CH3:2])[CH3:3]. The yield is 0.230. (3) The reactants are [CH3:1][O:2][C:3](=[O:24])[C:4]1[CH:9]=[CH:8][C:7]([S:10][C:11]2[CH:16]=[CH:15][C:14]([CH2:17][O:18]COC)=[C:13]([CH3:22])[N:12]=2)=[CH:6][C:5]=1[CH3:23].CO.C([O-])(O)=O.[Na+]. The catalyst is Cl. The product is [CH3:1][O:2][C:3](=[O:24])[C:4]1[CH:9]=[CH:8][C:7]([S:10][C:11]2[CH:16]=[CH:15][C:14]([CH2:17][OH:18])=[C:13]([CH3:22])[N:12]=2)=[CH:6][C:5]=1[CH3:23]. The yield is 0.780. (4) The reactants are [CH3:1][O:2][C:3]1[CH:8]=[CH:7][CH:6]=[C:5]([CH3:9])[CH:4]=1.C(#N)C.C1C(=O)N([Br:20])C(=O)C1. No catalyst specified. The product is [Br:20][C:6]1[CH:7]=[CH:8][C:3]([O:2][CH3:1])=[CH:4][C:5]=1[CH3:9]. The yield is 0.860. (5) The reactants are [C-:1]#[N:2].[Na+].[CH2:4]([C:6]1[CH:13]=[C:12]([CH3:14])[CH:11]=[C:10]([CH2:15][CH3:16])[C:7]=1[CH2:8]Cl)[CH3:5]. The catalyst is O.C(#N)C. The product is [CH2:4]([C:6]1[CH:13]=[C:12]([CH3:14])[CH:11]=[C:10]([CH2:15][CH3:16])[C:7]=1[CH2:8][C:1]#[N:2])[CH3:5]. The yield is 0.710. (6) The reactants are [CH3:1][N:2]1[CH:6]=[C:5]([C:7]2[CH:8]=[C:9]3[CH:15]=[CH:14][NH:13][C:10]3=[N:11][CH:12]=2)[CH:4]=[N:3]1.[CH3:16][C:17]1[CH:18]=[CH:19][C:20]2[N:21]([C:23]([SH:26])=[N:24][N:25]=2)[N:22]=1.II. The catalyst is CN(C=O)C. The product is [CH3:16][C:17]1[CH:18]=[CH:19][C:20]2[N:21]([C:23]([S:26][C:15]3[C:9]4[C:10](=[N:11][CH:12]=[C:7]([C:5]5[CH:4]=[N:3][N:2]([CH3:1])[CH:6]=5)[CH:8]=4)[NH:13][CH:14]=3)=[N:24][N:25]=2)[N:22]=1. The yield is 0.110. (7) The reactants are [CH2:1]([NH:5][C:6]1[N:14]=[C:13]2[C:9]([N:10]=[CH:11][NH:12]2)=[C:8]([NH2:15])[N:7]=1)[CH2:2][CH2:3][CH3:4].C([O-])([O-])=O.[K+].[K+].Br[CH2:23][C:24]1[CH:25]=[C:26]([CH:34]=[CH:35][CH:36]=1)[CH2:27][P:28]([CH3:33])(=[O:32])[O:29][CH2:30][CH3:31]. The catalyst is CN(C=O)C. The product is [NH2:15][C:8]1[N:7]=[C:6]([NH:5][CH2:1][CH2:2][CH2:3][CH3:4])[N:14]=[C:13]2[C:9]=1[N:10]=[CH:11][N:12]2[CH2:23][C:24]1[CH:25]=[C:26]([CH2:27][P:28]([CH3:33])(=[O:32])[O:29][CH2:30][CH3:31])[CH:34]=[CH:35][CH:36]=1. The yield is 0.500. (8) The reactants are C(OC(=O)[NH:7][CH2:8][CH2:9][CH2:10][CH2:11][N:12]([CH2:21][C:22]1[N:26]([S:27]([C:30]2[CH:35]=[CH:34][CH:33]=[CH:32][CH:31]=2)(=[O:29])=[O:28])[C:25]2[CH:36]=[CH:37][CH:38]=[CH:39][C:24]=2[N:23]=1)[CH2:13][C:14]1[C:19]([CH3:20])=[CH:18][CH:17]=[CH:16][N:15]=1)(C)(C)C.C(O)(C(F)(F)F)=O. The catalyst is C(Cl)Cl. The product is [C:30]1([S:27]([N:26]2[C:25]3[CH:36]=[CH:37][CH:38]=[CH:39][C:24]=3[N:23]=[C:22]2[CH2:21][N:12]([CH2:13][C:14]2[C:19]([CH3:20])=[CH:18][CH:17]=[CH:16][N:15]=2)[CH2:11][CH2:10][CH2:9][CH2:8][NH2:7])(=[O:29])=[O:28])[CH:31]=[CH:32][CH:33]=[CH:34][CH:35]=1. The yield is 0.420.